Dataset: Forward reaction prediction with 1.9M reactions from USPTO patents (1976-2016). Task: Predict the product of the given reaction. (1) The product is: [C:18]1(=[O:39])[C:16]2[C:17](=[CH:19][CH:20]=[CH:21][CH:22]=2)[CH2:4][O:5]1. Given the reactants IC1C=CC=CC=1[CH2:4][OH:5].C(N([CH:16]([CH3:18])[CH3:17])C(C)C)C.[C:19]1(P([C:20]2[CH:19]=CC=[CH:22][CH:21]=2)[C:20]2[CH:19]=CC=[CH:22][CH:21]=2)C=C[CH:22]=[CH:21][CH:20]=1.[C]=[O:39], predict the reaction product. (2) Given the reactants [H-].[Al+3].[Li+].[H-].[H-].[H-].Cl[C:8]1[CH:13]=[CH:12][C:11]([C:14]2[CH:19]=[CH:18][CH:17]=[CH:16][C:15]=2[CH2:20][N:21]2[CH2:26][CH2:25][NH:24][C:23](=O)[CH:22]2[CH:28]([CH3:30])[CH3:29])=[CH:10][CH:9]=1.[OH-].[Na+].[O-]S([O-])(=O)=O.[Na+].[Na+], predict the reaction product. The product is: [C:14]1([C:11]2[CH:12]=[CH:13][CH:8]=[CH:9][CH:10]=2)[CH:19]=[CH:18][CH:17]=[CH:16][C:15]=1[CH2:20][N:21]1[CH2:26][CH2:25][NH:24][CH2:23][CH:22]1[CH:28]([CH3:30])[CH3:29].